From a dataset of Full USPTO retrosynthesis dataset with 1.9M reactions from patents (1976-2016). Predict the reactants needed to synthesize the given product. (1) Given the product [CH3:1][N:2]1[CH:6]=[C:5]2[C:4]([C:24](=[O:33])[NH:25][CH2:26][CH:27]3[CH2:28][N:29]([C:34](=[O:35])[O:36][CH2:22][CH2:21][N:19]4[CH:20]=[C:16]([C:12]5[N:11]=[C:10]([C:8](=[O:9])[NH:7]2)[CH:15]=[CH:14][CH:13]=5)[CH:17]=[N:18]4)[CH2:30][CH2:31][O:32]3)=[N:3]1, predict the reactants needed to synthesize it. The reactants are: [CH3:1][N:2]1[CH:6]=[C:5]([NH:7][C:8]([C:10]2[CH:15]=[CH:14][CH:13]=[C:12]([C:16]3[CH:17]=[N:18][N:19]([CH2:21][CH2:22]Cl)[CH:20]=3)[N:11]=2)=[O:9])[C:4]([C:24](=[O:33])[NH:25][CH2:26][CH:27]2[O:32][CH2:31][CH2:30][NH:29][CH2:28]2)=[N:3]1.[C:34]([O-])([O-:36])=[O:35].[Cs+].[Cs+].[I-].[K+]. (2) Given the product [CH:13]1([N:7]2[CH2:8][CH2:9][C:10](=[O:12])[NH:11][C:5]3[CH:4]=[N:3][C:2]([NH:19][C:20]4[CH:28]=[CH:27][C:23]([C:24]([OH:26])=[O:25])=[CH:22][C:21]=4[O:29][CH3:30])=[N:18][C:6]2=3)[CH2:17][CH2:16][CH2:15][CH2:14]1, predict the reactants needed to synthesize it. The reactants are: Cl[C:2]1[N:3]=[CH:4][C:5]2[NH:11][C:10](=[O:12])[CH2:9][CH2:8][N:7]([CH:13]3[CH2:17][CH2:16][CH2:15][CH2:14]3)[C:6]=2[N:18]=1.[NH2:19][C:20]1[CH:28]=[CH:27][C:23]([C:24]([OH:26])=[O:25])=[CH:22][C:21]=1[O:29][CH3:30].C(O)C. (3) Given the product [C:16]([C:18]1[CH:19]=[CH:20][C:21]([CH2:22][NH:23][C:24](=[O:38])[CH:25]([C:29]2[C:34]([F:35])=[CH:33][CH:32]=[C:31]([OH:36])[C:30]=2[F:37])[O:26][CH3:27])=[CH:39][CH:40]=1)#[N:17], predict the reactants needed to synthesize it. The reactants are: FC1C(O)=CC=C(F)C=1C(OC)C(O)=O.[C:16]([C:18]1[CH:40]=[CH:39][C:21]([CH2:22][NH:23][C:24](=[O:38])[CH:25]([C:29]2[C:34]([F:35])=[CH:33][CH:32]=[C:31]([OH:36])[C:30]=2[F:37])[O:26][CH2:27]C)=[CH:20][CH:19]=1)#[N:17]. (4) Given the product [Br:14][C:15]1[CH:24]=[CH:23][CH:22]=[C:21]2[C:16]=1[CH2:17][CH2:18][N:19]([C:11]([C:9]1[CH:10]=[C:5]3[N:4]=[CH:3][C:2]([Cl:1])=[CH:7][N:6]3[N:8]=1)=[O:13])[N:20]2[CH3:25], predict the reactants needed to synthesize it. The reactants are: [Cl:1][C:2]1[CH:3]=[N:4][C:5]2[N:6]([N:8]=[C:9]([C:11]([OH:13])=O)[CH:10]=2)[CH:7]=1.[Br:14][C:15]1[CH:24]=[CH:23][CH:22]=[C:21]2[C:16]=1[CH2:17][CH2:18][NH:19][N:20]2[CH3:25]. (5) The reactants are: [C:1]([O:5][C:6](=[O:16])[N:7]([CH3:15])[CH:8]1[CH2:13][CH2:12][C:11](=O)[CH2:10][CH2:9]1)([CH3:4])([CH3:3])[CH3:2].[C:17]([F:21])([F:20])(Br)Br. Given the product [C:1]([O:5][C:6](=[O:16])[N:7]([CH:8]1[CH2:13][CH2:12][C:11](=[C:17]([F:21])[F:20])[CH2:10][CH2:9]1)[CH3:15])([CH3:4])([CH3:3])[CH3:2], predict the reactants needed to synthesize it. (6) Given the product [F:13][C:2]([F:1])([F:12])[C@H:3]1[CH2:4][CH2:5][NH:6][CH2:7][C@H:8]1[C:9]([OH:11])=[O:10], predict the reactants needed to synthesize it. The reactants are: [F:1][C:2]([F:13])([F:12])[C:3]1[C:8]([C:9]([OH:11])=[O:10])=[CH:7][N:6]=[CH:5][CH:4]=1.[H][H]. (7) Given the product [C:3]([O:2][CH3:1])(=[O:13])[CH2:4][CH2:5][CH2:6][CH2:7][CH2:8][CH2:12][CH:11]=[CH:10][CH2:9][CH2:8][CH2:7][CH2:6][CH2:5][CH2:4][C:3]([O:2][CH3:1])=[O:13].[CH3:3][CH:4]=[CH:5][CH3:6].[CH3:1][O:2][C:3](=[O:13])[CH2:4][CH2:5][CH2:6][CH2:7][CH2:8][CH2:9][CH:10]=[CH:11][CH3:12], predict the reactants needed to synthesize it. The reactants are: [CH3:1][O:2][C:3](=[O:13])[CH2:4][CH2:5][CH2:6][CH2:7][CH2:8][CH2:9][CH:10]=[CH:11][CH3:12]. (8) Given the product [NH2:1][C:4]1[N:9]=[CH:8][N:7]=[C:6]([O:10][C:11]2[CH:12]=[CH:13][C:14]([NH:17][C:18]([NH:20][C:21]3[CH:26]=[C:25]([C:27]([F:30])([F:28])[F:29])[CH:24]=[C:23]([CH2:31][N:32]4[CH2:37][CH2:36][N:35]([CH:38]([CH3:40])[CH3:39])[CH2:34][CH2:33]4)[CH:22]=3)=[O:19])=[CH:15][CH:16]=2)[CH:5]=1, predict the reactants needed to synthesize it. The reactants are: [N:1]([C:4]1[N:9]=[CH:8][N:7]=[C:6]([O:10][C:11]2[CH:16]=[CH:15][C:14]([NH:17][C:18]([NH:20][C:21]3[CH:26]=[C:25]([C:27]([F:30])([F:29])[F:28])[CH:24]=[C:23]([CH2:31][N:32]4[CH2:37][CH2:36][N:35]([CH:38]([CH3:40])[CH3:39])[CH2:34][CH2:33]4)[CH:22]=3)=[O:19])=[CH:13][CH:12]=2)[CH:5]=1)=[N+]=[N-]. (9) Given the product [NH2:1][C:2]1[C:3]([C:48]2[CH:47]=[C:46]3[C:42]([CH:43]=[CH:44][N:45]3[CH2:59][O:60][CH2:61][CH2:62][Si:63]([CH3:66])([CH3:65])[CH3:64])=[C:41]([NH:40][S:37]([C:34]3[CH:33]=[CH:32][C:31]([O:30][CH3:29])=[CH:36][CH:35]=3)(=[O:39])=[O:38])[CH:49]=2)=[C:4]([NH:8][C@H:9]([C:11]2[N:16]([C:17]3[CH:22]=[CH:21][CH:20]=[CH:19][CH:18]=3)[C:15](=[O:23])[C:14]3=[C:24]([CH3:27])[CH:25]=[CH:26][N:13]3[N:12]=2)[CH3:10])[N:5]=[CH:6][N:7]=1, predict the reactants needed to synthesize it. The reactants are: [NH2:1][C:2]1[N:7]=[CH:6][N:5]=[C:4]([NH:8][C@H:9]([C:11]2[N:16]([C:17]3[CH:22]=[CH:21][CH:20]=[CH:19][CH:18]=3)[C:15](=[O:23])[C:14]3=[C:24]([CH3:27])[CH:25]=[CH:26][N:13]3[N:12]=2)[CH3:10])[C:3]=1Br.[CH3:29][O:30][C:31]1[CH:36]=[CH:35][C:34]([S:37]([NH:40][C:41]2[CH:49]=[C:48](B3OC(C)(C)C(C)(C)O3)[CH:47]=[C:46]3[C:42]=2[CH:43]=[CH:44][N:45]3[CH2:59][O:60][CH2:61][CH2:62][Si:63]([CH3:66])([CH3:65])[CH3:64])(=[O:39])=[O:38])=[CH:33][CH:32]=1.C(=O)([O-])[O-].[Cs+].[Cs+].